Dataset: Catalyst prediction with 721,799 reactions and 888 catalyst types from USPTO. Task: Predict which catalyst facilitates the given reaction. Reactant: [C:1]([Si:5]([CH3:25])([CH3:24])[O:6][CH:7]([CH2:16][C:17]1[CH:22]=[CH:21][C:20]([F:23])=[CH:19][CH:18]=1)[CH2:8][CH2:9][CH:10]1[NH:14][C:13](=[O:15])[CH2:12][CH2:11]1)([CH3:4])([CH3:3])[CH3:2].[H-].[Na+].O. Product: [C:1]([Si:5]([CH3:25])([CH3:24])[O:6][CH:7]([CH2:16][C:17]1[CH:22]=[CH:21][C:20]([F:23])=[CH:19][CH:18]=1)[CH2:8][CH2:9][CH:10]1[CH2:11][CH2:12][C:13](=[O:15])[N:14]1[CH2:7][CH2:8][CH2:9][CH2:10][CH2:11][CH2:12][C:13]#[N:14])([CH3:4])([CH3:3])[CH3:2]. The catalyst class is: 3.